This data is from Reaction yield outcomes from USPTO patents with 853,638 reactions. The task is: Predict the reaction yield, written as a fraction of the theoretical maximum amount of product (1.0 means a 100% yield; for example, 0.34 means a 34% yield). (1) The catalyst is C(O)(CC)(C)C.[Cu]I.ClCCl. The reactants are [CH:1]1[C:10]2[C:5](=[CH:6][CH:7]=[CH:8][CH:9]=2)[CH:4]=[CH:3][C:2]=1[SH:11].Br[C:13]1[C:14]2[C:19]([CH:20]=[C:21]3[C:26]=1[CH:25]=[CH:24][CH:23]=[CH:22]3)=[CH:18][CH:17]=[CH:16][CH:15]=2.C([O-])([O-])=O.[K+].[K+].C(O)CO. The product is [CH:15]1[C:14]2[C:19](=[CH:20][C:21]3[C:26]([C:13]=2[S:11][C:2]2[CH:3]=[CH:4][C:5]4[C:10](=[CH:9][CH:8]=[CH:7][CH:6]=4)[CH:1]=2)=[CH:25][CH:24]=[CH:23][CH:22]=3)[CH:18]=[CH:17][CH:16]=1. The yield is 0.505. (2) The reactants are [N+:1]([C:4]1[CH:12]=[CH:11][C:7]([C:8]([OH:10])=O)=[CH:6][CH:5]=1)([O-:3])=[O:2].[CH3:13][N:14]([CH3:19])[CH2:15][CH2:16][NH:17][CH3:18].C1C=CC2N(O)N=NC=2C=1.CCN=C=NCCCN(C)C.Cl.CCN(C(C)C)C(C)C. The catalyst is CN(C=O)C.O. The product is [CH3:13][N:14]([CH3:19])[CH2:15][CH2:16][N:17]([CH3:18])[C:8](=[O:10])[C:7]1[CH:6]=[CH:5][C:4]([N+:1]([O-:3])=[O:2])=[CH:12][CH:11]=1. The yield is 1.00. (3) The reactants are [CH2:1]([N:5]1[C:13]2[C:8](=[CH:9][C:10]([O:14]C)=[CH:11][CH:12]=2)[CH:7]=[N:6]1)[CH:2]([CH3:4])[CH3:3].B(Br)(Br)Br. The catalyst is ClCCl. The product is [CH2:1]([N:5]1[C:13]2[C:8](=[CH:9][C:10]([OH:14])=[CH:11][CH:12]=2)[CH:7]=[N:6]1)[CH:2]([CH3:4])[CH3:3]. The yield is 0.960. (4) The reactants are Cl[C:2]1[CH:11]=[CH:10][N:9]=[C:8]2[C:3]=1[C:4]1[CH:16]=[CH:15][CH:14]=[CH:13][C:5]=1[C:6](=[O:12])[NH:7]2.[C:17]([C:19]1[CH:24]=[CH:23][CH:22]=[CH:21][C:20]=1[F:25])#[CH:18]. No catalyst specified. The product is [F:25][C:20]1[CH:21]=[CH:22][CH:23]=[CH:24][C:19]=1[C:17]#[C:18][C:2]1[CH:11]=[CH:10][N:9]=[C:8]2[C:3]=1[C:4]1[CH:16]=[CH:15][CH:14]=[CH:13][C:5]=1[C:6](=[O:12])[NH:7]2. The yield is 0.750. (5) The product is [CH3:24][C:21]1[CH:20]=[CH:19][C:18]([CH2:17][O:16][CH2:15][CH2:14][CH:11]2[CH2:10][CH2:9][NH:8][CH2:13][CH2:12]2)=[CH:23][CH:22]=1. The reactants are C(OC([N:8]1[CH2:13][CH2:12][CH:11]([CH2:14][CH2:15][O:16][CH2:17][C:18]2[CH:23]=[CH:22][C:21]([CH3:24])=[CH:20][CH:19]=2)[CH2:10][CH2:9]1)=O)(C)(C)C.Cl.CCOCC. The yield is 0.820. The catalyst is CO. (6) The reactants are [OH-].[Na+].[CH3:3][O:4][C:5]1[CH:6]=[C:7]([CH2:11][C:12]2[S:13][C:14]3[C:20]([C:21]4[CH:22]=[C:23]([CH:29]=[CH:30][CH:31]=4)[C:24](OCC)=[O:25])=[CH:19][CH:18]=[CH:17][C:15]=3[CH:16]=2)[CH:8]=[N:9][CH:10]=1.[ClH:32].[CH3:33][O:34][CH2:35][CH2:36][NH2:37].CCN=C=NCCCN(C)C.C1C=CC2N(O)N=NC=2C=1.C(N(CC)CC)C. The catalyst is CN(C=O)C.O.C1COCC1.C(O)C. The product is [ClH:32].[CH3:33][O:34][CH2:35][CH2:36][NH:37][C:24](=[O:25])[C:23]1[CH:29]=[CH:30][CH:31]=[C:21]([C:20]2[C:14]3[S:13][C:12]([CH2:11][C:7]4[CH:8]=[N:9][CH:10]=[C:5]([O:4][CH3:3])[CH:6]=4)=[CH:16][C:15]=3[CH:17]=[CH:18][CH:19]=2)[CH:22]=1. The yield is 0.0500. (7) The reactants are [N:1]1[CH:6]=[CH:5][C:4]([CH:7]([OH:20])[C:8]#[C:9][Si:10]([CH:17]([CH3:19])[CH3:18])([CH:14]([CH3:16])[CH3:15])[CH:11]([CH3:13])[CH3:12])=[CH:3][CH:2]=1. The catalyst is C(Cl)Cl.O=[Mn]=O. The product is [N:1]1[CH:6]=[CH:5][C:4]([C:7](=[O:20])[C:8]#[C:9][Si:10]([CH:14]([CH3:16])[CH3:15])([CH:17]([CH3:19])[CH3:18])[CH:11]([CH3:13])[CH3:12])=[CH:3][CH:2]=1. The yield is 0.930.